From a dataset of Full USPTO retrosynthesis dataset with 1.9M reactions from patents (1976-2016). Predict the reactants needed to synthesize the given product. Given the product [CH3:1][O:2][C:3]1[CH:8]=[CH:7][C:6]([NH:9][C:10](=[O:14])[CH2:11][CH:12]2[CH2:13][O:23]2)=[CH:5][CH:4]=1, predict the reactants needed to synthesize it. The reactants are: [CH3:1][O:2][C:3]1[CH:8]=[CH:7][C:6]([NH:9][C:10](=[O:14])[CH2:11][CH:12]=[CH2:13])=[CH:5][CH:4]=1.ClC1C=CC=C(C(OO)=[O:23])C=1.